The task is: Regression. Given a peptide amino acid sequence and an MHC pseudo amino acid sequence, predict their binding affinity value. This is MHC class II binding data.. This data is from Peptide-MHC class II binding affinity with 134,281 pairs from IEDB. (1) The MHC is DRB1_0701 with pseudo-sequence DRB1_0701. The peptide sequence is VGINTRNMTMSMSMI. The binding affinity (normalized) is 0.898. (2) The peptide sequence is GVWVLAEPTKGKNER. The MHC is DRB1_0401 with pseudo-sequence DRB1_0401. The binding affinity (normalized) is 0.129. (3) The peptide sequence is STEQNVPDPQVGITT. The MHC is HLA-DQA10102-DQB10602 with pseudo-sequence HLA-DQA10102-DQB10602. The binding affinity (normalized) is 0. (4) The peptide sequence is ARRRRASEAPPTSHRRASRQ. The MHC is HLA-DQA10101-DQB10501 with pseudo-sequence HLA-DQA10101-DQB10501. The binding affinity (normalized) is 0.223. (5) The peptide sequence is LHRVVLLESIAQFGD. The MHC is DRB1_0701 with pseudo-sequence DRB1_0701. The binding affinity (normalized) is 0.487.